Dataset: Catalyst prediction with 721,799 reactions and 888 catalyst types from USPTO. Task: Predict which catalyst facilitates the given reaction. Reactant: [Br:1][C:2]1[CH:7]=[CH:6][C:5]([OH:8])=[C:4]([N+:9]([O-])=O)[C:3]=1[O:12][C:13]1[CH:18]=[CH:17][CH:16]=[CH:15][CH:14]=1.C(O)C. Product: [NH2:9][C:4]1[C:3]([O:12][C:13]2[CH:18]=[CH:17][CH:16]=[CH:15][CH:14]=2)=[C:2]([Br:1])[CH:7]=[CH:6][C:5]=1[OH:8]. The catalyst class is: 769.